This data is from Full USPTO retrosynthesis dataset with 1.9M reactions from patents (1976-2016). The task is: Predict the reactants needed to synthesize the given product. (1) The reactants are: [O:1]1[CH2:5][CH2:4][O:3][CH:2]1[CH2:6][CH2:7][CH2:8][C:9]1[CH:14]=[CH:13][C:12]([O:15][CH2:16][CH2:17][O:18][CH3:19])=[CH:11][C:10]=1[OH:20].[H-].[Na+].Cl[C:24]1[C:29]([Cl:30])=[CH:28][C:27]([C:31]([F:34])([F:33])[F:32])=[CH:26][N:25]=1.[Cl-].[NH4+]. Given the product [Cl:30][C:29]1[C:24]([O:20][C:10]2[CH:11]=[C:12]([O:15][CH2:16][CH2:17][O:18][CH3:19])[CH:13]=[CH:14][C:9]=2[CH2:8][CH2:7][CH2:6][CH:2]2[O:3][CH2:4][CH2:5][O:1]2)=[N:25][CH:26]=[C:27]([C:31]([F:33])([F:32])[F:34])[CH:28]=1, predict the reactants needed to synthesize it. (2) Given the product [CH2:35]([O:34][C:32](=[O:33])[CH2:31][C:15]1([CH2:13][CH3:14])[CH2:19][CH2:18][N:17]([CH2:20][C:21]2[CH:26]=[CH:25][C:24]([O:27][CH3:28])=[CH:23][CH:22]=2)[C:16]1=[O:29])[CH3:36], predict the reactants needed to synthesize it. The reactants are: C(NC(C)C)(C)C.C([Li])CCC.[CH2:13]([CH:15]1[CH2:19][CH2:18][N:17]([CH2:20][C:21]2[CH:26]=[CH:25][C:24]([O:27][CH3:28])=[CH:23][CH:22]=2)[C:16]1=[O:29])[CH3:14].Br[CH2:31][C:32]([O:34][CH2:35][CH3:36])=[O:33].[Cl-].[NH4+]. (3) Given the product [CH3:63][S:64]([OH:67])(=[O:66])=[O:65].[S:31]1[C:27]2[CH:26]=[CH:25][CH:24]=[C:23]([O:22][C:19]3[CH:20]=[CH:21][C:16]([NH:15][C:13]4[C:14]5[N:6]([CH2:5][CH2:4][NH:3][C:38](=[O:39])[CH2:37][S:34]([CH3:33])(=[O:36])=[O:35])[CH:7]=[CH:8][C:9]=5[N:10]=[CH:11][N:12]=4)=[CH:17][C:18]=3[Cl:32])[C:28]=2[CH:29]=[N:30]1, predict the reactants needed to synthesize it. The reactants are: Cl.Cl.[NH2:3][CH2:4][CH2:5][N:6]1[C:14]2[C:13]([NH:15][C:16]3[CH:21]=[CH:20][C:19]([O:22][C:23]4[C:28]5[CH:29]=[N:30][S:31][C:27]=5[CH:26]=[CH:25][CH:24]=4)=[C:18]([Cl:32])[CH:17]=3)=[N:12][CH:11]=[N:10][C:9]=2[CH:8]=[CH:7]1.[CH3:33][S:34]([CH2:37][C:38](O)=[O:39])(=[O:36])=[O:35].ON1C2C=CC=CC=2N=N1.Cl.C(N=C=NCCCN(C)C)C.[CH3:63][S:64]([OH:67])(=[O:66])=[O:65]. (4) Given the product [S:27]1[C:28]2[CH:34]=[CH:33][CH:32]=[CH:31][C:29]=2[N:30]=[C:26]1[CH2:25][N:4]1[C:5](=[O:16])[C:6]2[N:7]([CH2:12][C:13]#[C:14][CH3:15])[C:8]([Br:11])=[N:9][C:10]=2[N:2]([CH3:1])[C:3]1=[O:17], predict the reactants needed to synthesize it. The reactants are: [CH3:1][N:2]1[C:10]2[N:9]=[C:8]([Br:11])[N:7]([CH2:12][C:13]#[C:14][CH3:15])[C:6]=2[C:5](=[O:16])[NH:4][C:3]1=[O:17].C(=O)([O-])[O-].[K+].[K+].Br[CH2:25][C:26]1[S:27][C:28]2[CH:34]=[CH:33][CH:32]=[CH:31][C:29]=2[N:30]=1.O. (5) Given the product [C:22]([NH:1][CH:4]([C:6]1[O:7][C:8]2[CH:14]=[CH:13][C:12]([C:15]([O:17][CH2:18][CH3:19])=[O:16])=[CH:11][C:9]=2[CH:10]=1)[CH3:5])(=[O:23])[CH3:21], predict the reactants needed to synthesize it. The reactants are: [N:1]([CH:4]([C:6]1[O:7][C:8]2[CH:14]=[CH:13][C:12]([C:15]([O:17][CH2:18][CH3:19])=[O:16])=[CH:11][C:9]=2[CH:10]=1)[CH3:5])=[N+]=[N-].C1C[O:23][CH2:22][CH2:21]1.C1(P(C2C=CC=CC=2)C2C=CC=CC=2)C=CC=CC=1.C(OC(=O)C)(=O)C. (6) Given the product [CH2:19]([N:26]([CH2:27][CH2:28][C@@H:29]([O:33][C:40]1[CH:39]=[CH:38][CH:37]=[C:36]([Cl:35])[CH:41]=1)[CH2:30][CH2:31][CH3:32])[CH3:34])[C:20]1[CH:25]=[CH:24][CH:23]=[CH:22][CH:21]=1, predict the reactants needed to synthesize it. The reactants are: N(C(N1CCCCC1)=O)=NC(N1CCCCC1)=O.[CH2:19]([N:26]([CH3:34])[CH2:27][CH2:28][C@H:29]([OH:33])[CH2:30][CH2:31][CH3:32])[C:20]1[CH:25]=[CH:24][CH:23]=[CH:22][CH:21]=1.[Cl:35][C:36]1[CH:37]=[C:38](O)[CH:39]=[CH:40][CH:41]=1.C(P(CCCC)CCCC)CCC.